Predict the product of the given reaction. From a dataset of Forward reaction prediction with 1.9M reactions from USPTO patents (1976-2016). (1) Given the reactants [F:1][C:2]([F:17])([F:16])[C:3]1[CH:4]=[C:5]([CH:13]=[CH:14][CH:15]=1)[C:6]([NH:8][CH2:9][C:10]([OH:12])=O)=[O:7].[NH:18]1[CH2:22][CH2:21][C@H:20]([NH:23][C:24](=[O:30])[O:25][C:26]([CH3:29])([CH3:28])[CH3:27])[CH2:19]1.F[P-](F)(F)(F)(F)F.N1(O[P+](N(C)C)(N(C)C)N(C)C)C2C=CC=CC=2N=N1.C(N(CC)CC)C, predict the reaction product. The product is: [F:16][C:2]([F:1])([F:17])[C:3]1[CH:4]=[C:5]([CH:13]=[CH:14][CH:15]=1)[C:6]([NH:8][CH2:9][C:10]([N:18]1[CH2:22][CH2:21][C@H:20]([NH:23][C:24](=[O:30])[O:25][C:26]([CH3:28])([CH3:27])[CH3:29])[CH2:19]1)=[O:12])=[O:7]. (2) Given the reactants [S:1]=[C:2]1[NH:7][C:6]2[NH:8][C:9](=[O:11])[CH2:10][C:5]=2[C:4](=[O:12])[N:3]1[C:13]1[CH:18]=[CH:17][C:16]([O:19][CH2:20][C:21]([F:24])([F:23])[F:22])=[CH:15][CH:14]=1.[C:25](=O)([O-])O.[Na+].CI, predict the reaction product. The product is: [CH3:25][S:1][C:2]1[N:3]([C:13]2[CH:14]=[CH:15][C:16]([O:19][CH2:20][C:21]([F:24])([F:23])[F:22])=[CH:17][CH:18]=2)[C:4](=[O:12])[C:5]2[CH2:10][C:9](=[O:11])[NH:8][C:6]=2[N:7]=1. (3) Given the reactants [N:1]1([C:7](=[O:9])[CH3:8])[CH2:6][CH2:5][NH:4][CH2:3][CH2:2]1.Br[CH2:11][C:12]#[CH:13].C(=O)([O-])[O-].[K+].[K+], predict the reaction product. The product is: [CH2:13]([N:4]1[CH2:5][CH2:6][N:1]([C:7](=[O:9])[CH3:8])[CH2:2][CH2:3]1)[C:12]#[CH:11]. (4) Given the reactants [CH:1]1([C:7]2[CH:12]=[CH:11][C:10]([C:13](=[O:15])[CH3:14])=[CH:9][C:8]=2[N+:16]([O-])=O)[CH2:6][CH2:5][CH2:4][CH2:3][CH2:2]1, predict the reaction product. The product is: [NH2:16][C:8]1[CH:9]=[C:10]([C:13](=[O:15])[CH3:14])[CH:11]=[CH:12][C:7]=1[CH:1]1[CH2:6][CH2:5][CH2:4][CH2:3][CH2:2]1.